This data is from Full USPTO retrosynthesis dataset with 1.9M reactions from patents (1976-2016). The task is: Predict the reactants needed to synthesize the given product. (1) Given the product [NH2:1][C:2]1[N:6]2[C:7]([CH3:52])=[CH:8][CH:9]=[C:10]([C:11]3[C:12]([C@@H:23]([NH:33][C:34](=[O:50])[CH2:35][N:36]4[C:40]5[C:41]([F:46])([F:45])[C@@H:42]6[CH2:44][C@@H:43]6[C:39]=5[C:38]([CH:47]([F:49])[F:48])=[N:37]4)[CH2:24][C:25]4[CH:30]=[C:29]([F:31])[CH:28]=[C:27]([F:32])[CH:26]=4)=[N:13][C:14]([C:17]#[C:18][C:19]([CH3:22])([CH3:21])[CH3:20])=[CH:15][CH:16]=3)[C:5]2=[N:4][N:3]=1, predict the reactants needed to synthesize it. The reactants are: [NH2:1][C:2]1[N:6]2[C:7](Cl)=[CH:8][CH:9]=[C:10]([C:11]3[C:12]([C@@H:23]([NH:33][C:34](=[O:50])[CH2:35][N:36]4[C:40]5[C:41]([F:46])([F:45])[C@@H:42]6[CH2:44][C@@H:43]6[C:39]=5[C:38]([CH:47]([F:49])[F:48])=[N:37]4)[CH2:24][C:25]4[CH:30]=[C:29]([F:31])[CH:28]=[C:27]([F:32])[CH:26]=4)=[N:13][C:14]([C:17]#[C:18][C:19]([CH3:22])([CH3:21])[CH3:20])=[CH:15][CH:16]=3)[C:5]2=[N:4][N:3]=1.[CH3:52]B1OB(C)OB(C)O1.C(=O)([O-])[O-].[K+].[K+].O1CCOCC1. (2) Given the product [F:42][C@H:10]1[C@H:11]([OH:12])[C@@H:16]([CH2:15][OH:14])[O:17][C@H:18]([O:19][C:20]2[CH:21]=[CH:22][C:23]([C:26]3[CH:31]=[CH:30][CH:29]=[C:28]([C:32]([NH:34][CH3:35])=[O:33])[CH:27]=3)=[CH:24][CH:25]=2)[C@H:9]1[OH:8], predict the reactants needed to synthesize it. The reactants are: C([O:8][C@@H:9]1[C@@H:18]([O:19][C:20]2[CH:25]=[CH:24][C:23]([C:26]3[CH:31]=[CH:30][CH:29]=[C:28]([C:32]([NH:34][CH3:35])=[O:33])[CH:27]=3)=[CH:22][CH:21]=2)[O:17][C@H:16]2[C@@H:11]([O:12]C(C3C=CC=CC=3)[O:14][CH2:15]2)[C@@H:10]1[F:42])C1C=CC=CC=1. (3) Given the product [Br:1][C:2]1[S:3][C:4]([Br:14])=[CH:5][C:6]=1[CH2:7][CH2:8][CH2:9][CH2:10][CH2:11][CH2:12][O:15][C:16]1[CH:17]=[CH:18][C:19](/[CH:22]=[CH:23]/[C:24](=[O:26])[CH3:25])=[CH:20][CH:21]=1, predict the reactants needed to synthesize it. The reactants are: [Br:1][C:2]1[S:3][C:4]([Br:14])=[CH:5][C:6]=1[CH2:7][CH2:8][CH2:9][CH2:10][CH2:11][CH2:12]Br.[OH:15][C:16]1[CH:21]=[CH:20][C:19](/[CH:22]=[CH:23]/[C:24](=[O:26])[CH3:25])=[CH:18][CH:17]=1.C([O-])([O-])=O.[K+].[K+]. (4) Given the product [CH3:1][O:2][C:3](=[O:42])[C:4]1[CH:9]=[CH:8][C:7]([N:10]2[CH:14]=[C:13]([C:15]3[CH:20]=[CH:19][C:18]([Cl:21])=[CH:17][C:16]=3[Cl:22])[N:12]=[C:11]2[CH2:23][C:24]2[CH:25]=[CH:26][C:27]([C:30]3[CH:35]=[CH:34][C:33]([O:36][C:50]4[CH:51]=[CH:52][C:47]([C:43]([CH3:46])([CH3:45])[CH3:44])=[CH:48][CH:49]=4)=[CH:32][CH:31]=3)=[CH:28][CH:29]=2)=[CH:6][C:5]=1[NH:37][S:38]([CH3:41])(=[O:39])=[O:40], predict the reactants needed to synthesize it. The reactants are: [CH3:1][O:2][C:3](=[O:42])[C:4]1[CH:9]=[CH:8][C:7]([N:10]2[CH:14]=[C:13]([C:15]3[CH:20]=[CH:19][C:18]([Cl:21])=[CH:17][C:16]=3[Cl:22])[N:12]=[C:11]2[CH2:23][C:24]2[CH:29]=[CH:28][C:27]([C:30]3[CH:35]=[CH:34][C:33]([OH:36])=[CH:32][CH:31]=3)=[CH:26][CH:25]=2)=[CH:6][C:5]=1[NH:37][S:38]([CH3:41])(=[O:40])=[O:39].[C:43]([C:47]1[CH:52]=[CH:51][C:50](B(O)O)=[CH:49][CH:48]=1)([CH3:46])([CH3:45])[CH3:44]. (5) Given the product [Br:13][CH2:11][CH2:10][C:1]1[CH:2]=[C:3]([CH2:7][CH2:8][OH:9])[CH:4]=[CH:5][CH:6]=1, predict the reactants needed to synthesize it. The reactants are: [C:1]1([CH2:10][CH2:11]O)[CH:6]=[CH:5][CH:4]=[C:3]([CH2:7][CH2:8][OH:9])[CH:2]=1.[BrH:13]. (6) Given the product [CH3:1][N:2]([CH3:14])[C@H:3]1[CH2:4][CH2:5][C@H:6]([NH:9][C:10](=[N:12][CH3:13])[S:11][CH3:15])[CH2:7][CH2:8]1.[ClH:18], predict the reactants needed to synthesize it. The reactants are: [CH3:1][N:2]([CH3:14])[CH:3]1[CH2:8][CH2:7][CH:6]([NH:9][C:10]([NH:12][CH3:13])=[S:11])[CH2:5][CH2:4]1.[CH3:15]I.O.[ClH:18]. (7) Given the product [CH:2]([N:5]1[C:13]2[C:8](=[CH:9][C:10]([O:14][CH:15]3[CH2:20][CH2:19][N:18]([CH:21]([CH3:23])[CH3:22])[CH2:17][CH2:16]3)=[CH:11][CH:12]=2)[CH:7]=[C:6]1[C:24]([N:26]1[CH2:27][CH2:28][N:29]([S:33]([CH3:32])(=[O:35])=[O:34])[CH2:30][CH2:31]1)=[O:25])([CH3:3])[CH3:4], predict the reactants needed to synthesize it. The reactants are: Cl.[CH:2]([N:5]1[C:13]2[C:8](=[CH:9][C:10]([O:14][CH:15]3[CH2:20][CH2:19][N:18]([CH:21]([CH3:23])[CH3:22])[CH2:17][CH2:16]3)=[CH:11][CH:12]=2)[CH:7]=[C:6]1[C:24]([N:26]1[CH2:31][CH2:30][NH:29][CH2:28][CH2:27]1)=[O:25])([CH3:4])[CH3:3].[CH3:32][S:33](Cl)(=[O:35])=[O:34]. (8) Given the product [CH3:32][N:31]([CH3:33])[C:29]1[C:28]2[C:23](=[CH:24][CH:25]=[CH:26][CH:27]=2)[N:22]=[C:21]([NH:20][CH2:19][C@H:16]2[CH2:17][CH2:18][C@H:13]([CH2:12][NH:11][S:8]([C:5]3[CH:6]=[CH:7][C:2]([C:47]4[CH:52]=[CH:51][CH:50]=[CH:49][CH:48]=4)=[CH:3][C:4]=3[O:34][C:35]([F:38])([F:37])[F:36])(=[O:10])=[O:9])[CH2:14][CH2:15]2)[N:30]=1, predict the reactants needed to synthesize it. The reactants are: Br[C:2]1[CH:7]=[CH:6][C:5]([S:8]([NH:11][CH2:12][C@H:13]2[CH2:18][CH2:17][C@H:16]([CH2:19][NH:20][C:21]3[N:30]=[C:29]([N:31]([CH3:33])[CH3:32])[C:28]4[C:23](=[CH:24][CH:25]=[CH:26][CH:27]=4)[N:22]=3)[CH2:15][CH2:14]2)(=[O:10])=[O:9])=[C:4]([O:34][C:35]([F:38])([F:37])[F:36])[CH:3]=1.CO.C([O-])([O-])=O.[K+].[K+].[C:47]1(B(O)O)[CH:52]=[CH:51][CH:50]=[CH:49][CH:48]=1. (9) The reactants are: Cl[C:2]1[C:3](=[O:18])[N:4]([CH:15]([CH3:17])[CH3:16])[S:5](=[O:14])(=[O:13])[C:6]=1[C:7]1[CH:12]=[CH:11][CH:10]=[CH:9][CH:8]=1.[F:19][C:20]([F:35])([F:34])[C:21]1[CH:26]=[CH:25][N:24]=[C:23]([N:27]2[CH2:32][CH2:31][CH:30]([NH2:33])[CH2:29][CH2:28]2)[N:22]=1. Given the product [CH:15]([N:4]1[C:3](=[O:18])[C:2]([NH:33][CH:30]2[CH2:29][CH2:28][N:27]([C:23]3[N:22]=[C:21]([C:20]([F:35])([F:34])[F:19])[CH:26]=[CH:25][N:24]=3)[CH2:32][CH2:31]2)=[C:6]([C:7]2[CH:12]=[CH:11][CH:10]=[CH:9][CH:8]=2)[S:5]1(=[O:14])=[O:13])([CH3:17])[CH3:16], predict the reactants needed to synthesize it.